Task: Predict the reactants needed to synthesize the given product.. Dataset: Full USPTO retrosynthesis dataset with 1.9M reactions from patents (1976-2016) The reactants are: [CH2:1]([N:8]1[CH2:13][CH2:12][N:11]([CH2:14][C:15]2[CH:20]=[CH:19][CH:18]=[CH:17][CH:16]=2)[CH2:10][C@@H:9]1[CH:21]=[CH2:22])[C:2]1[CH:7]=[CH:6][CH:5]=[CH:4][CH:3]=1.C12BC(CCC1)CCC2.I[C:33]1[CH:38]=[CH:37][CH:36]=[C:35]([Cl:39])[CH:34]=1.C1(P(C2C=CC=CC=2)C2C=CC=CC=2)C=CC=CC=1.[OH-].[Na+]. Given the product [CH2:1]([N:8]1[CH2:13][CH2:12][N:11]([CH2:14][C:15]2[CH:20]=[CH:19][CH:18]=[CH:17][CH:16]=2)[CH2:10][C@@H:9]1[CH2:21][CH2:22][C:33]1[CH:38]=[CH:37][CH:36]=[C:35]([Cl:39])[CH:34]=1)[C:2]1[CH:3]=[CH:4][CH:5]=[CH:6][CH:7]=1, predict the reactants needed to synthesize it.